The task is: Predict the reactants needed to synthesize the given product.. This data is from Full USPTO retrosynthesis dataset with 1.9M reactions from patents (1976-2016). (1) Given the product [OH:11][C:13]1([CH2:12][N:5]2[C:4](=[O:7])[C:3]3=[CH:8][CH:9]=[CH:10][N:2]3[N:1]=[CH:6]2)[CH2:14][CH2:15][N:16]([C:19]([O:21][C:22]([CH3:25])([CH3:24])[CH3:23])=[O:20])[CH2:17][CH2:18]1, predict the reactants needed to synthesize it. The reactants are: [N:1]1[N:2]2[CH:10]=[CH:9][CH:8]=[C:3]2[C:4](=[O:7])[NH:5][CH:6]=1.[O:11]1[C:13]2([CH2:18][CH2:17][N:16]([C:19]([O:21][C:22]([CH3:25])([CH3:24])[CH3:23])=[O:20])[CH2:15][CH2:14]2)[CH2:12]1.C(=O)([O-])[O-].[Cs+].[Cs+]. (2) Given the product [F:44][C:42]([F:43])([F:45])[C:39]1[CH:40]=[CH:41][C:36]([C:35]([NH:34][C:30]2[CH:29]=[C:28]([CH:33]=[CH:32][CH:31]=2)[CH2:27][O:26][C:25]2[CH:24]=[CH:23][C:22]([C@@H:16]([C:17]3[CH:21]=[CH:20][O:19][N:18]=3)[CH2:15][C:14]([OH:49])=[O:50])=[CH:48][CH:47]=2)=[O:46])=[CH:37][CH:38]=1, predict the reactants needed to synthesize it. The reactants are: C([C@H]1COC(=O)N1[C:14](=[O:49])[CH2:15][C@@H:16]([C:22]1[CH:48]=[CH:47][C:25]([O:26][CH2:27][C:28]2[CH:29]=[C:30]([NH:34][C:35](=[O:46])[C:36]3[CH:41]=[CH:40][C:39]([C:42]([F:45])([F:44])[F:43])=[CH:38][CH:37]=3)[CH:31]=[CH:32][CH:33]=2)=[CH:24][CH:23]=1)[C:17]1[CH:21]=[CH:20][O:19][N:18]=1)C1C=CC=CC=1.[OH:50]O.[Li+].[OH-].Cl. (3) The reactants are: [F:1][C:2]1[CH:21]=[CH:20][C:5]2[CH2:6][C:7]3[CH:19]=[CH:18][CH:17]=[CH:16][C:8]=3[CH:9]3[CH2:13][CH:12]([CH2:14][OH:15])[O:11][CH:10]3[C:4]=2[CH:3]=1.C(N(CC)CC)C.[CH3:29][C:30]1[CH:35]=[CH:34][C:33]([S:36](Cl)(=[O:38])=[O:37])=[CH:32][CH:31]=1.[OH2:40]. Given the product [F:1][C:2]1[CH:21]=[CH:20][C:5]2[CH2:6][C:7]3[CH:19]=[CH:18][CH:17]=[CH:16][C:8]=3[CH:9]3[CH2:13][CH:12]([CH2:14][OH:15])[O:11][CH:10]3[C:4]=2[CH:3]=1.[CH3:29][C:30]1[CH:35]=[CH:34][C:33]([S:36]([O-:38])(=[O:37])=[O:40])=[CH:32][CH:31]=1, predict the reactants needed to synthesize it. (4) Given the product [NH2:5][C:4]1[C:3]2[C:2](=[CH:9][CH:8]=[CH:7][C:6]=2[O:10][CH:11]([CH2:15][CH2:16][CH3:17])[CH2:12][CH2:13][CH3:14])[N:1]=[C:19]([CH3:26])[C:20]=1[C:21]([O:23][CH2:24][CH3:25])=[O:22], predict the reactants needed to synthesize it. The reactants are: [NH2:1][C:2]1[CH:9]=[CH:8][CH:7]=[C:6]([O:10][CH:11]([CH2:15][CH2:16][CH3:17])[CH2:12][CH2:13][CH3:14])[C:3]=1[C:4]#[N:5].O=[C:19]([CH3:26])[CH2:20][C:21]([O:23][CH2:24][CH3:25])=[O:22]. (5) Given the product [C:19]([O:18][C:16](=[O:17])[N:8]([C:5]1[CH:4]=[CH:3][C:2]([Cl:1])=[CH:7][CH:6]=1)[C:9]1[CH:14]=[N:13][CH:12]=[C:11]([Cl:15])[N:10]=1)([CH3:22])([CH3:21])[CH3:20], predict the reactants needed to synthesize it. The reactants are: [Cl:1][C:2]1[CH:7]=[CH:6][C:5]([NH:8][C:9]2[CH:14]=[N:13][CH:12]=[C:11]([Cl:15])[N:10]=2)=[CH:4][CH:3]=1.[C:16](O[C:16]([O:18][C:19]([CH3:22])([CH3:21])[CH3:20])=[O:17])([O:18][C:19]([CH3:22])([CH3:21])[CH3:20])=[O:17]. (6) Given the product [CH3:3][O:4][C:5]1[CH:6]=[CH:7][C:8]2[N:9]([N:11]=[C:12]([C:25]3[CH:26]=[CH:27][C:28]([C:31]([F:33])([F:34])[F:32])=[CH:29][CH:30]=3)[C:13]=2[CH2:14][C:15]2[N:20]=[C:19]([C:21]([OH:23])=[O:22])[CH:18]=[CH:17][CH:16]=2)[CH:10]=1, predict the reactants needed to synthesize it. The reactants are: [OH-].[K+].[CH3:3][O:4][C:5]1[CH:6]=[CH:7][C:8]2[N:9]([N:11]=[C:12]([C:25]3[CH:30]=[CH:29][C:28]([C:31]([F:34])([F:33])[F:32])=[CH:27][CH:26]=3)[C:13]=2[CH2:14][C:15]2[N:20]=[C:19]([C:21]([O:23]C)=[O:22])[CH:18]=[CH:17][CH:16]=2)[CH:10]=1.Cl. (7) Given the product [Br:1][C:2]1[CH:3]=[CH:4][C:5]([CH3:8])=[N+:6]([O-:17])[CH:7]=1, predict the reactants needed to synthesize it. The reactants are: [Br:1][C:2]1[CH:3]=[CH:4][C:5]([CH3:8])=[N:6][CH:7]=1.ClC1C=C(C(OO)=[O:17])C=CC=1.